The task is: Predict the reactants needed to synthesize the given product.. This data is from Full USPTO retrosynthesis dataset with 1.9M reactions from patents (1976-2016). Given the product [CH3:17][O:16][C:13]1[CH:14]=[CH:15][C:10]([N:9]([C:6]2[CH:5]=[CH:4][C:3]([O:2][CH3:1])=[CH:8][CH:7]=2)[C:19]([NH2:20])=[O:18])=[CH:11][CH:12]=1, predict the reactants needed to synthesize it. The reactants are: [CH3:1][O:2][C:3]1[CH:8]=[CH:7][C:6]([NH:9][C:10]2[CH:15]=[CH:14][C:13]([O:16][CH3:17])=[CH:12][CH:11]=2)=[CH:5][CH:4]=1.[O-:18][C:19]#[N:20].[Na+].[OH-].[Na+].